Dataset: Reaction yield outcomes from USPTO patents with 853,638 reactions. Task: Predict the reaction yield, written as a fraction of the theoretical maximum amount of product (1.0 means a 100% yield; for example, 0.34 means a 34% yield). (1) The reactants are [Cl:1][C:2]1[CH:10]=[C:6]([C:7]([OH:9])=O)[C:5]([OH:11])=[CH:4][CH:3]=1.[NH2:12][C:13]1[S:14][CH:15]=[C:16]([C:18]2[CH:23]=[CH:22][CH:21]=[C:20]([C:24]([F:27])([F:26])[F:25])[CH:19]=2)[N:17]=1. No catalyst specified. The product is [Cl:1][C:2]1[CH:3]=[CH:4][C:5]([OH:11])=[C:6]([CH:10]=1)[C:7]([NH:12][C:13]1[S:14][CH:15]=[C:16]([C:18]2[CH:23]=[CH:22][CH:21]=[C:20]([C:24]([F:27])([F:25])[F:26])[CH:19]=2)[N:17]=1)=[O:9]. The yield is 0.310. (2) The reactants are [CH:1]([O:4][C:5]([C:7]1[CH:8]=[C:9](Br)[CH:10]=[C:11]2[C:16]=1[O:15][C:14]([CH3:18])([CH3:17])[CH2:13][C:12]2([CH3:20])[CH3:19])=[O:6])([CH3:3])[CH3:2].C(N(CC)CC)C.[CH3:29][Si:30]([C:33]#[CH:34])([CH3:32])[CH3:31].C(OCC)(=O)C. The catalyst is CCCCCC.[Cu]I.Cl[Pd](Cl)([P](C1C=CC=CC=1)(C1C=CC=CC=1)C1C=CC=CC=1)[P](C1C=CC=CC=1)(C1C=CC=CC=1)C1C=CC=CC=1. The product is [CH:1]([O:4][C:5]([C:7]1[CH:8]=[C:9]([C:34]#[C:33][Si:30]([CH3:32])([CH3:31])[CH3:29])[CH:10]=[C:11]2[C:16]=1[O:15][C:14]([CH3:18])([CH3:17])[CH2:13][C:12]2([CH3:20])[CH3:19])=[O:6])([CH3:3])[CH3:2]. The yield is 0.690. (3) The reactants are [F:1][C:2]([F:29])([F:28])[C:3]1[CH:8]=[CH:7][C:6]([C:9]2[C:13]3[CH:14]=[CH:15][C:16]([C:18]#[C:19][CH2:20][CH2:21][CH2:22]OS(C)(=O)=O)=[CH:17][C:12]=3[S:11][N:10]=2)=[CH:5][CH:4]=1.C([CH2:33][NH2:34])C=C.[CH3:35][CH2:36][O:37]CC. The catalyst is CN(C=O)C.O. The product is [CH3:33][N:34]([CH2:22][CH2:21][CH2:20][C:19]#[C:18][C:16]1[CH:15]=[CH:14][C:13]2[C:9]([C:6]3[CH:5]=[CH:4][C:3]([C:2]([F:1])([F:28])[F:29])=[CH:8][CH:7]=3)=[N:10][S:11][C:12]=2[CH:17]=1)[CH2:35][CH2:36][OH:37]. The yield is 0.560. (4) The product is [O:23]=[C:21]([CH3:22])[CH2:3][C:4]([C@H:6]1[CH2:10][CH2:9][CH2:8][N:7]1[C:11]([O:13][CH2:14][C:15]1[CH:16]=[CH:17][CH:18]=[CH:19][CH:20]=1)=[O:12])=[O:5]. The yield is 0.180. The reactants are C(=[C:3]([C:21](=[O:23])[CH3:22])[C:4]([C@H:6]1[CH2:10][CH2:9][CH2:8][N:7]1[C:11]([O:13][CH2:14][C:15]1[CH:20]=[CH:19][CH:18]=[CH:17][CH:16]=1)=[O:12])=[O:5])=O. The catalyst is C(O)(C(F)(F)F)=O.ClCCl. (5) The reactants are Br[C:2]1[N:7]=[N:6][C:5]([NH2:8])=[N:4][C:3]=1[C:9]1[CH:14]=[CH:13][CH:12]=[CH:11][CH:10]=1.[Cl:15][C:16]1[CH:17]=[C:18](B(O)O)[CH:19]=[CH:20][C:21]=1[Cl:22]. No catalyst specified. The product is [Cl:15][C:16]1[CH:17]=[C:18]([C:2]2[N:7]=[N:6][C:5]([NH2:8])=[N:4][C:3]=2[C:9]2[CH:14]=[CH:13][CH:12]=[CH:11][CH:10]=2)[CH:19]=[CH:20][C:21]=1[Cl:22]. The yield is 0.540. (6) The reactants are [CH3:1][O:2][C:3]([C:5]1[CH:14]=[C:13]([O:15]CC2C=CC=CC=2)[C:12]2[C:7](=[C:8]([N+:24]([O-:26])=[O:25])[CH:9]=[C:10](Br)[CH:11]=2)[N:6]=1)=[O:4].C(OCC)(=O)C.[CH3:33][N:34](C)C(=O)C. The catalyst is [C-]#N.[Zn+2].[C-]#N.C1C=CC(P(C2C=CC=CC=2)[C-]2C=CC=C2)=CC=1.C1C=CC(P(C2C=CC=CC=2)[C-]2C=CC=C2)=CC=1.[Fe+2].C1C=CC(/C=C/C(/C=C/C2C=CC=CC=2)=O)=CC=1.C1C=CC(/C=C/C(/C=C/C2C=CC=CC=2)=O)=CC=1.C1C=CC(/C=C/C(/C=C/C2C=CC=CC=2)=O)=CC=1.[Pd].[Pd].[Zn]. The product is [CH3:1][O:2][C:3]([C:5]1[CH:14]=[C:13]([OH:15])[C:12]2[C:7](=[C:8]([N+:24]([O-:26])=[O:25])[CH:9]=[C:10]([C:33]#[N:34])[CH:11]=2)[N:6]=1)=[O:4]. The yield is 0.660. (7) The reactants are [CH3:1][O:2][C:3]([C:5]1[S:6][C:7]([Br:28])=[CH:8][C:9]=1[N:10]([CH:20]1[CH2:25][O:24]C(C)(C)[O:22][CH2:21]1)[C:11]([C@H:13]1[CH2:18][CH2:17][C@H:16]([CH3:19])[CH2:15][CH2:14]1)=[O:12])=[O:4].Cl.C([O-])(O)=O.[Na+]. The catalyst is C1COCC1. The product is [CH3:1][O:2][C:3]([C:5]1[S:6][C:7]([Br:28])=[CH:8][C:9]=1[N:10]([CH:20]([CH2:25][OH:24])[CH2:21][OH:22])[C:11]([C@H:13]1[CH2:18][CH2:17][C@H:16]([CH3:19])[CH2:15][CH2:14]1)=[O:12])=[O:4]. The yield is 0.0720.